Dataset: NCI-60 drug combinations with 297,098 pairs across 59 cell lines. Task: Regression. Given two drug SMILES strings and cell line genomic features, predict the synergy score measuring deviation from expected non-interaction effect. (1) Drug 1: C1CCC(C1)C(CC#N)N2C=C(C=N2)C3=C4C=CNC4=NC=N3. Drug 2: B(C(CC(C)C)NC(=O)C(CC1=CC=CC=C1)NC(=O)C2=NC=CN=C2)(O)O. Cell line: IGROV1. Synergy scores: CSS=2.68, Synergy_ZIP=-2.59, Synergy_Bliss=-2.34, Synergy_Loewe=-1.36, Synergy_HSA=-1.91. (2) Drug 1: C1=CC=C(C(=C1)C(C2=CC=C(C=C2)Cl)C(Cl)Cl)Cl. Drug 2: COC1=NC(=NC2=C1N=CN2C3C(C(C(O3)CO)O)O)N. Cell line: CAKI-1. Synergy scores: CSS=-1.52, Synergy_ZIP=-0.232, Synergy_Bliss=-3.04, Synergy_Loewe=-2.97, Synergy_HSA=-3.59. (3) Drug 1: CC1C(C(=O)NC(C(=O)N2CCCC2C(=O)N(CC(=O)N(C(C(=O)O1)C(C)C)C)C)C(C)C)NC(=O)C3=C4C(=C(C=C3)C)OC5=C(C(=O)C(=C(C5=N4)C(=O)NC6C(OC(=O)C(N(C(=O)CN(C(=O)C7CCCN7C(=O)C(NC6=O)C(C)C)C)C)C(C)C)C)N)C. Drug 2: CCN(CC)CCCC(C)NC1=C2C=C(C=CC2=NC3=C1C=CC(=C3)Cl)OC. Cell line: OVCAR-4. Synergy scores: CSS=1.53, Synergy_ZIP=-3.05, Synergy_Bliss=-3.87, Synergy_Loewe=-2.54, Synergy_HSA=-2.97. (4) Drug 1: CC(C)(C#N)C1=CC(=CC(=C1)CN2C=NC=N2)C(C)(C)C#N. Drug 2: CC1C(C(CC(O1)OC2CC(CC3=C2C(=C4C(=C3O)C(=O)C5=CC=CC=C5C4=O)O)(C(=O)C)O)N)O. Cell line: HOP-92. Synergy scores: CSS=57.6, Synergy_ZIP=12.6, Synergy_Bliss=15.0, Synergy_Loewe=9.10, Synergy_HSA=15.6. (5) Drug 1: CC1C(C(CC(O1)OC2CC(CC3=C2C(=C4C(=C3O)C(=O)C5=C(C4=O)C(=CC=C5)OC)O)(C(=O)C)O)N)O.Cl. Drug 2: COC1=NC(=NC2=C1N=CN2C3C(C(C(O3)CO)O)O)N. Cell line: HL-60(TB). Synergy scores: CSS=70.7, Synergy_ZIP=2.45, Synergy_Bliss=2.23, Synergy_Loewe=0.554, Synergy_HSA=4.93. (6) Drug 1: C1=CC(=CC=C1CCCC(=O)O)N(CCCl)CCCl. Drug 2: CC1=C(C(=O)C2=C(C1=O)N3CC4C(C3(C2COC(=O)N)OC)N4)N. Cell line: HOP-62. Synergy scores: CSS=51.4, Synergy_ZIP=-1.27, Synergy_Bliss=-4.62, Synergy_Loewe=-5.01, Synergy_HSA=-1.29.